Dataset: Aqueous solubility values for 9,982 compounds from the AqSolDB database. Task: Regression/Classification. Given a drug SMILES string, predict its absorption, distribution, metabolism, or excretion properties. Task type varies by dataset: regression for continuous measurements (e.g., permeability, clearance, half-life) or binary classification for categorical outcomes (e.g., BBB penetration, CYP inhibition). For this dataset (solubility_aqsoldb), we predict Y. The drug is O=[N+]([O-])c1ccc(F)c([N+](=O)[O-])c1. The Y is -2.67 log mol/L.